This data is from Full USPTO retrosynthesis dataset with 1.9M reactions from patents (1976-2016). The task is: Predict the reactants needed to synthesize the given product. (1) Given the product [F:28][C:6]1[CH:7]=[C:8]([C:11]#[C:12][C:13]2[CH:14]=[C:15]3[C:20](=[C:21]([OH:23])[CH:22]=2)[O:19][C:18]([CH3:25])([CH3:24])[CH2:17][C:16]3([CH3:26])[CH3:27])[CH:9]=[CH:10][C:5]=1[CH2:4][C:3]([OH:29])=[O:2], predict the reactants needed to synthesize it. The reactants are: C[O:2][C:3](=[O:29])[CH2:4][C:5]1[CH:10]=[CH:9][C:8]([C:11]#[C:12][C:13]2[CH:14]=[C:15]3[C:20](=[C:21]([OH:23])[CH:22]=2)[O:19][C:18]([CH3:25])([CH3:24])[CH2:17][C:16]3([CH3:27])[CH3:26])=[CH:7][C:6]=1[F:28].[OH-].[K+]. (2) Given the product [Cl:35][C:36]1[CH:44]=[CH:43][C:39]([C:40]([NH:1][CH2:2][CH2:3][CH2:4][N:5]2[C:14]3[CH:13]=[CH:12][C:11]([C:15]#[C:16][CH2:17][N:18]4[CH2:19][CH2:20][CH2:21][CH2:22]4)=[CH:10][C:9]=3[C:8]3=[N:23][NH:24][C:25]([CH3:26])=[C:7]3[C:6]2=[O:27])=[O:41])=[CH:38][CH:37]=1, predict the reactants needed to synthesize it. The reactants are: [NH2:1][CH2:2][CH2:3][CH2:4][N:5]1[C:14]2[CH:13]=[CH:12][C:11]([C:15]#[C:16][CH2:17][N:18]3[CH2:22][CH2:21][CH2:20][CH2:19]3)=[CH:10][C:9]=2[C:8]2=[N:23][NH:24][C:25]([CH3:26])=[C:7]2[C:6]1=[O:27].C(N(CC)CC)C.[Cl:35][C:36]1[CH:44]=[CH:43][C:39]([C:40](Cl)=[O:41])=[CH:38][CH:37]=1. (3) Given the product [NH:21]1[CH2:22][CH2:23][C@H:19]([NH:18][C:16]2[C:15]3[C:10](=[CH:11][CH:12]=[CH:13][CH:14]=3)[N:9]=[C:8]([C:3]3[CH:4]=[CH:5][CH:6]=[CH:7][C:2]=3[OH:1])[CH:17]=2)[CH2:20]1, predict the reactants needed to synthesize it. The reactants are: [OH:1][C:2]1[CH:7]=[CH:6][CH:5]=[CH:4][C:3]=1[C:8]1[CH:17]=[C:16]([NH:18][C@H:19]2[CH2:23][CH2:22][N:21](C(OC(C)(C)C)=O)[CH2:20]2)[C:15]2[C:10](=[CH:11][CH:12]=[CH:13][CH:14]=2)[N:9]=1.Cl.